Dataset: NCI-60 drug combinations with 297,098 pairs across 59 cell lines. Task: Regression. Given two drug SMILES strings and cell line genomic features, predict the synergy score measuring deviation from expected non-interaction effect. Drug 1: CC1=C2C(C(=O)C3(C(CC4C(C3C(C(C2(C)C)(CC1OC(=O)C(C(C5=CC=CC=C5)NC(=O)OC(C)(C)C)O)O)OC(=O)C6=CC=CC=C6)(CO4)OC(=O)C)OC)C)OC. Drug 2: CCCCCOC(=O)NC1=NC(=O)N(C=C1F)C2C(C(C(O2)C)O)O. Cell line: HL-60(TB). Synergy scores: CSS=63.7, Synergy_ZIP=12.6, Synergy_Bliss=8.38, Synergy_Loewe=-27.5, Synergy_HSA=7.89.